Task: Regression. Given a peptide amino acid sequence and an MHC pseudo amino acid sequence, predict their binding affinity value. This is MHC class I binding data.. Dataset: Peptide-MHC class I binding affinity with 185,985 pairs from IEDB/IMGT (1) The peptide sequence is IIKDYGKQM. The MHC is HLA-B42:02 with pseudo-sequence HLA-B42:02. The binding affinity (normalized) is 0.587. (2) The MHC is BoLA-D18.4 with pseudo-sequence BoLA-D18.4. The peptide sequence is VTRGAVLMY. The binding affinity (normalized) is 0.0641. (3) The peptide sequence is FQPQNGVFI. The MHC is H-2-Db with pseudo-sequence H-2-Db. The binding affinity (normalized) is 0.762. (4) The peptide sequence is WLMWFIISI. The MHC is HLA-A02:01 with pseudo-sequence HLA-A02:01. The binding affinity (normalized) is 0.933. (5) The peptide sequence is RPLMESELV. The MHC is HLA-B53:01 with pseudo-sequence HLA-B53:01. The binding affinity (normalized) is 0.0157. (6) The peptide sequence is FPSTQRDYY. The MHC is HLA-B51:01 with pseudo-sequence HLA-B51:01. The binding affinity (normalized) is 0. (7) The peptide sequence is QASQEVKNW. The MHC is HLA-B58:02 with pseudo-sequence HLA-B58:02. The binding affinity (normalized) is 0. (8) The peptide sequence is ESQRYIHCY. The MHC is HLA-A01:01 with pseudo-sequence HLA-A01:01. The binding affinity (normalized) is 0.506. (9) The peptide sequence is KYTDRKWCF. The MHC is HLA-A24:02 with pseudo-sequence HLA-A24:02. The binding affinity (normalized) is 0.544. (10) The peptide sequence is STSRHKKTMV. The MHC is Mamu-A01 with pseudo-sequence Mamu-A01. The binding affinity (normalized) is 0.